Dataset: Forward reaction prediction with 1.9M reactions from USPTO patents (1976-2016). Task: Predict the product of the given reaction. (1) Given the reactants [CH3:1][C:2]1[CH:10]=[CH:9][CH:8]=[C:7]([N+:11]([O-:13])=[O:12])[C:3]=1[C:4]([OH:6])=[O:5].[CH3:14][Si](C=[N+]=[N-])(C)C, predict the reaction product. The product is: [CH3:1][C:2]1[CH:10]=[CH:9][CH:8]=[C:7]([N+:11]([O-:13])=[O:12])[C:3]=1[C:4]([O:6][CH3:14])=[O:5]. (2) Given the reactants [O:1]=[C:2]1[CH2:11][CH2:10][C:9]2[C:4](=[CH:5][C:6]([C:12]([O:14][CH3:15])=[O:13])=[CH:7][CH:8]=2)[NH:3]1.I[C:17]1[CH:22]=[CH:21][CH:20]=[CH:19][CH:18]=1.N1C2C(=CC=C3C=2N=CC=C3)C=CC=1, predict the reaction product. The product is: [O:1]=[C:2]1[CH2:11][CH2:10][C:9]2[C:4](=[CH:5][C:6]([C:12]([O:14][CH3:15])=[O:13])=[CH:7][CH:8]=2)[N:3]1[C:17]1[CH:22]=[CH:21][CH:20]=[CH:19][CH:18]=1. (3) Given the reactants [Cl:1][C:2]1[CH:7]=[CH:6][C:5]([CH:8]([CH3:15])[CH:9]([NH:12][CH:13]=O)[CH2:10][CH3:11])=[CH:4][C:3]=1[O:16][CH2:17][CH2:18][O:19][CH3:20].O=P(Cl)(Cl)Cl, predict the reaction product. The product is: [Cl:1][C:2]1[CH:7]=[C:6]2[C:5]([CH:8]([CH3:15])[CH:9]([CH2:10][CH3:11])[N:12]=[CH:13]2)=[CH:4][C:3]=1[O:16][CH2:17][CH2:18][O:19][CH3:20]. (4) Given the reactants C(OC(=O)[NH:7][C:8]1[CH:13]=[C:12]([C:14]#[N:15])[CH:11]=[C:10]([N:16]2[CH2:21][CH2:20][C@@H:19]([NH2:22])[C@H:18]([OH:23])[CH2:17]2)[C:9]=1[Cl:24])(C)(C)C.CCN(C(C)C)C(C)C.Cl[C:36]([O:38][CH2:39][CH3:40])=[O:37].C(O)(C(F)(F)F)=O, predict the reaction product. The product is: [CH2:39]([O:38][C:36](=[O:37])[NH:22][C@@H:19]1[CH2:20][CH2:21][N:16]([C:10]2[CH:11]=[C:12]([C:14]#[N:15])[CH:13]=[C:8]([NH2:7])[C:9]=2[Cl:24])[CH2:17][C@H:18]1[OH:23])[CH3:40]. (5) Given the reactants N1CCCCC1.[CH3:7][O:8][C:9]1[CH:10]=[C:11]([CH:14]=[CH:15][C:16]=1[O:17][C:18]#[C:19][CH2:20][CH3:21])[CH:12]=O.C([CH2:25][C:26]([NH:28][C:29]1[CH:37]=[CH:36][CH:35]=[CH:34][C:30]=1[C:31]([OH:33])=[O:32])=[O:27])(O)=O.Cl, predict the reaction product. The product is: [CH2:18]([O:17][C:16]1[CH:15]=[CH:14][C:11](/[CH:12]=[CH:25]/[C:26]([NH:28][C:29]2[CH:37]=[CH:36][CH:35]=[CH:34][C:30]=2[C:31]([OH:33])=[O:32])=[O:27])=[CH:10][C:9]=1[O:8][CH3:7])[CH2:19][C:20]#[CH:21]. (6) Given the reactants [CH2:1]([OH:23])[CH2:2][CH2:3]CCCCCCCCCCCCCCCCCCC.C(N=C=O)CCCCCN=C=[O:32].C1C=C(C[N:43]=[C:44]=[O:45])C=C(CN=C=O)C=1.C([O-])(=O)CCCCCCCCCCC.C([Sn+2]CCCC)CCC.C([O-])(=O)CCCCCCCCCCC.C(OCCO)(=O)C=C.COC1C=CC(O)=CC=1, predict the reaction product. The product is: [C:1]([OH:23])(=[O:32])[CH:2]=[CH2:3].[NH2:43][C:44]([O:23][CH2:1][CH3:2])=[O:45]. (7) Given the reactants [F:1][C:2]1[CH:7]=[CH:6][C:5]([N:8]2[CH:12]=[C:11]([S:13](Cl)(=[O:15])=[O:14])[CH:10]=[N:9]2)=[CH:4][CH:3]=1.[NH2:17][C:18]1[CH:23]=[CH:22][C:21]([NH:24][C:25]([NH:27][C:28]2[CH:33]=[CH:32][CH:31]=[CH:30][CH:29]=2)=[O:26])=[CH:20][CH:19]=1, predict the reaction product. The product is: [C:28]1([NH:27][C:25](=[O:26])[NH:24][C:21]2[CH:20]=[CH:19][C:18]([NH:17][S:13]([C:11]3[CH:10]=[N:9][N:8]([C:5]4[CH:6]=[CH:7][C:2]([F:1])=[CH:3][CH:4]=4)[CH:12]=3)(=[O:15])=[O:14])=[CH:23][CH:22]=2)[CH:33]=[CH:32][CH:31]=[CH:30][CH:29]=1. (8) Given the reactants [CH2:1]([O:8][C:9](=[O:23])[CH2:10][C@H:11]([NH:15][C:16]([O:18][C:19]([CH3:22])([CH3:21])[CH3:20])=[O:17])[C:12]([OH:14])=O)[C:2]1[CH:7]=[CH:6][CH:5]=[CH:4][CH:3]=1.CCN(C(C)C)C(C)C.[NH2:33][C@H:34]([CH2:48][CH2:49][C:50]1[CH:55]=[CH:54][C:53]([C:56]([F:59])([F:58])[F:57])=[CH:52][CH:51]=1)[C:35]([NH:37][C:38]1[CH:39]=[C:40]2[C:45](=[CH:46][CH:47]=1)[N:44]=[CH:43][CH:42]=[CH:41]2)=[O:36].CN(C(ON1N=NC2C=CC=CC1=2)=[N+](C)C)C.[B-](F)(F)(F)F, predict the reaction product. The product is: [C:19]([O:18][C:16]([NH:15][C@H:11]([C:12](=[O:14])[NH:33][C@@H:34]([C:35](=[O:36])[NH:37][C:38]1[CH:39]=[C:40]2[C:45](=[CH:46][CH:47]=1)[N:44]=[CH:43][CH:42]=[CH:41]2)[CH2:48][CH2:49][C:50]1[CH:55]=[CH:54][C:53]([C:56]([F:59])([F:58])[F:57])=[CH:52][CH:51]=1)[CH2:10][C:9]([O:8][CH2:1][C:2]1[CH:3]=[CH:4][CH:5]=[CH:6][CH:7]=1)=[O:23])=[O:17])([CH3:22])([CH3:21])[CH3:20]. (9) Given the reactants [CH2:1]([O:4][N:5]([C@H]1CN(C(OC(C)(C)C)=O)[C@H](CO[Si](C(C)(C)C)(C)C)C(C)=C1)[S:6]([C:9]1[CH:14]=[CH:13][CH:12]=[CH:11][C:10]=1[N+:15]([O-:17])=[O:16])(=[O:8])=[O:7])[CH:2]=[CH2:3].[Si:41]([O:48][CH2:49][C@@H:50]1[C:55]([CH:56]([CH3:58])[CH3:57])=[CH:54][C@H:53](O)[CH2:52][N:51]1[C:60]([O:62][C:63]([CH3:66])([CH3:65])[CH3:64])=[O:61])([C:44]([CH3:47])([CH3:46])[CH3:45])([CH3:43])[CH3:42], predict the reaction product. The product is: [CH2:1]([O:4][N:5]([C@H:53]1[CH2:52][N:51]([C:60]([O:62][C:63]([CH3:65])([CH3:64])[CH3:66])=[O:61])[C@H:50]([CH2:49][O:48][Si:41]([C:44]([CH3:47])([CH3:46])[CH3:45])([CH3:42])[CH3:43])[C:55]([CH:56]([CH3:58])[CH3:57])=[CH:54]1)[S:6]([C:9]1[CH:14]=[CH:13][CH:12]=[CH:11][C:10]=1[N+:15]([O-:17])=[O:16])(=[O:8])=[O:7])[CH:2]=[CH2:3].